From a dataset of NCI-60 drug combinations with 297,098 pairs across 59 cell lines. Regression. Given two drug SMILES strings and cell line genomic features, predict the synergy score measuring deviation from expected non-interaction effect. (1) Drug 1: C1=CC=C(C=C1)NC(=O)CCCCCCC(=O)NO. Drug 2: CCC1(C2=C(COC1=O)C(=O)N3CC4=CC5=C(C=CC(=C5CN(C)C)O)N=C4C3=C2)O.Cl. Cell line: MDA-MB-435. Synergy scores: CSS=23.5, Synergy_ZIP=-4.71, Synergy_Bliss=4.60, Synergy_Loewe=-6.68, Synergy_HSA=1.13. (2) Drug 1: C1C(C(OC1N2C=C(C(=O)NC2=O)F)CO)O. Drug 2: C1=CN(C=N1)CC(O)(P(=O)(O)O)P(=O)(O)O. Cell line: SF-295. Synergy scores: CSS=26.7, Synergy_ZIP=-8.77, Synergy_Bliss=-0.210, Synergy_Loewe=-17.0, Synergy_HSA=0.268. (3) Drug 1: C1=CC(=CC=C1CC(C(=O)O)N)N(CCCl)CCCl.Cl. Drug 2: C1CN(P(=O)(OC1)NCCCl)CCCl. Cell line: OVCAR-5. Synergy scores: CSS=-5.86, Synergy_ZIP=0.727, Synergy_Bliss=0.301, Synergy_Loewe=-5.10, Synergy_HSA=-3.65. (4) Drug 1: CS(=O)(=O)OCCCCOS(=O)(=O)C. Drug 2: B(C(CC(C)C)NC(=O)C(CC1=CC=CC=C1)NC(=O)C2=NC=CN=C2)(O)O. Cell line: NCI/ADR-RES. Synergy scores: CSS=17.2, Synergy_ZIP=-6.17, Synergy_Bliss=-2.20, Synergy_Loewe=-25.5, Synergy_HSA=-1.86.